From a dataset of Full USPTO retrosynthesis dataset with 1.9M reactions from patents (1976-2016). Predict the reactants needed to synthesize the given product. (1) Given the product [OH:25][CH2:24][C:21]1[O:20][C:19]([CH2:18][N:17]2[C:16]3[CH:26]=[CH:27][CH:28]=[CH:29][C:15]=3[N:14]=[C:13]2[N:9]2[CH2:10][CH2:11][CH2:12][NH:6][CH2:7][CH2:8]2)=[CH:23][CH:22]=1, predict the reactants needed to synthesize it. The reactants are: C(OC([N:6]1[CH2:12][CH2:11][CH2:10][N:9]([C:13]2[N:17]([CH2:18][C:19]3[O:20][C:21]([CH2:24][OH:25])=[CH:22][CH:23]=3)[C:16]3[CH:26]=[CH:27][CH:28]=[CH:29][C:15]=3[N:14]=2)[CH2:8][CH2:7]1)=O)C.[OH-].[Na+].C(OCC)(=O)C. (2) Given the product [Cl:34][C:35]1[CH:63]=[C:62]([Cl:64])[C:61]([O:65][CH3:66])=[CH:60][C:36]=1[NH:37][C:38]1[C:47]2[C:42](=[CH:43][C:44]3[CH:51]=[C:50]([O:52][CH3:53])[C:49]([O:54][CH2:55][CH2:56][N:71]4[CH2:72][CH2:73][N:68]([CH3:67])[CH2:69][CH2:70]4)=[CH:48][C:45]=3[CH:46]=2)[N:41]=[CH:40][C:39]=1[C:58]#[N:59].[Cl:1][C:2]1[CH:30]=[C:29]([Cl:31])[C:28]([O:32][CH3:33])=[CH:27][C:3]=1[NH:4][C:5]1[C:14]2[C:9](=[CH:10][C:11]3[CH:18]=[C:17]([O:19][CH2:20][CH2:21][N:71]4[CH2:72][CH2:73][N:68]([CH3:67])[CH2:69][CH2:70]4)[C:16]([O:23][CH3:24])=[CH:15][C:12]=3[CH:13]=2)[N:8]=[CH:7][C:6]=1[C:25]#[N:26], predict the reactants needed to synthesize it. The reactants are: [Cl:1][C:2]1[CH:30]=[C:29]([Cl:31])[C:28]([O:32][CH3:33])=[CH:27][C:3]=1[NH:4][C:5]1[C:14]2[C:9](=[CH:10][C:11]3[CH:18]=[C:17]([O:19][CH2:20][CH2:21]Cl)[C:16]([O:23][CH3:24])=[CH:15][C:12]=3[CH:13]=2)[N:8]=[CH:7][C:6]=1[C:25]#[N:26].[Cl:34][C:35]1[CH:63]=[C:62]([Cl:64])[C:61]([O:65][CH3:66])=[CH:60][C:36]=1[NH:37][C:38]1[C:47]2[C:42](=[CH:43][C:44]3[CH:51]=[C:50]([O:52][CH3:53])[C:49]([O:54][CH2:55][CH2:56]Cl)=[CH:48][C:45]=3[CH:46]=2)[N:41]=[CH:40][C:39]=1[C:58]#[N:59].[CH3:67][N:68]1[CH2:73][CH2:72][NH:71][CH2:70][CH2:69]1.[I-].[Na+]. (3) Given the product [F:1][CH2:2][C@@H:15]([OH:25])/[CH:16]=[CH:17]/[C:19]1[CH:20]=[CH:21][CH:22]=[CH:23][CH:24]=1, predict the reactants needed to synthesize it. The reactants are: [F:1][C:2]1([C@@H:15]([OH:25])[CH:16]=[C:17]([C:19]2[CH:24]=[CH:23][CH:22]=[CH:21][CH:20]=2)C)S(=O)(=O)C2C=CC=CC=2S1(=O)=O.[I-].[Sm+2].[I-].O1CCCC1.[Cl-].[NH4+]. (4) Given the product [C:1]([NH2:5])(=[O:4])[CH:2]=[CH2:3].[CH2:6]=[CH:7][C:8]1[CH:13]=[CH:12][CH:11]=[CH:10][CH:9]=1, predict the reactants needed to synthesize it. The reactants are: [C:1]([NH2:5])(=[O:4])[CH:2]=[CH2:3].[CH2:6]=[CH:7][C:8]1[CH:13]=[CH:12][CH:11]=[CH:10][CH:9]=1.C(C1C=CC=CC=1C=C)=C.O. (5) Given the product [ClH:1].[N:3]1[CH:8]=[CH:7][CH:6]=[CH:5][C:4]=1[N:9]([CH2:33][C:34]([OH:36])=[O:35])[C:10]([C:12]1[CH:32]=[CH:31][C:15]2[N:16]([CH3:30])[C:17]([CH2:19][O:20][C:21]3[CH:26]=[CH:25][C:24]([C:27](=[NH:28])[NH2:29])=[CH:23][CH:22]=3)=[N:18][C:14]=2[CH:13]=1)=[O:11], predict the reactants needed to synthesize it. The reactants are: [ClH:1].Cl.[N:3]1[CH:8]=[CH:7][CH:6]=[CH:5][C:4]=1[N:9]([CH2:33][C:34]([O:36]CC)=[O:35])[C:10]([C:12]1[CH:32]=[CH:31][C:15]2[N:16]([CH3:30])[C:17]([CH2:19][O:20][C:21]3[CH:26]=[CH:25][C:24]([C:27](=[NH:29])[NH2:28])=[CH:23][CH:22]=3)=[N:18][C:14]=2[CH:13]=1)=[O:11].[OH-].[Na+]. (6) Given the product [CH3:22][N:23]([C@@H:34]([C:36]1[CH:41]=[CH:40][C:39]([O:42][CH3:43])=[CH:38][CH:37]=1)[CH3:35])[C@H:24]1[C:33]2[N:32]=[CH:31][CH:30]=[CH:29][C:28]=2[CH2:27][CH2:26][CH2:25]1, predict the reactants needed to synthesize it. The reactants are: COC1C=CC([C@H](N[C@H]2C3N=CC=CC=3CCC2)C)=CC=1.[CH3:22][N:23]([C@H:34]([C:36]1[CH:41]=[CH:40][C:39]([O:42][CH3:43])=[CH:38][CH:37]=1)[CH3:35])[C@@H:24]1[C:33]2[N:32]=[CH:31][CH:30]=[CH:29][C:28]=2[CH2:27][CH2:26][CH2:25]1.